From a dataset of Catalyst prediction with 721,799 reactions and 888 catalyst types from USPTO. Predict which catalyst facilitates the given reaction. (1) Reactant: F[C:2]1[C:9]([C:10](=O)[C:11]2[CH:16]=[CH:15][CH:14]=[C:13]([F:17])[CH:12]=2)=[CH:8][C:5]([C:6]#[N:7])=[C:4]([O:19][CH3:20])[CH:3]=1.O.[NH2:22][NH2:23].O. Product: [F:17][C:13]1[CH:12]=[C:11]([C:10]2[C:9]3[C:2](=[CH:3][C:4]([O:19][CH3:20])=[C:5]([C:6]#[N:7])[CH:8]=3)[NH:23][N:22]=2)[CH:16]=[CH:15][CH:14]=1. The catalyst class is: 83. (2) Product: [CH3:20][C:12]1[CH:13]=[C:14]([NH2:17])[CH:15]=[CH:16][C:11]=1[O:10][CH:5]1[CH2:6][CH:7]2[N:2]([CH3:1])[CH:3]([CH2:9][CH2:8]2)[CH2:4]1. The catalyst class is: 19. Reactant: [CH3:1][N:2]1[CH:7]2[CH2:8][CH2:9][CH:3]1[CH2:4][CH:5]([O:10][C:11]1[CH:16]=[CH:15][C:14]([N+:17]([O-])=O)=[CH:13][C:12]=1[CH3:20])[CH2:6]2. (3) Product: [Br:17][C:14]1[CH:13]=[CH:12][C:11]([C:9]2[O:10][C:6]([CH:4]([OH:5])[CH3:22])=[C:7]([CH:18]([CH3:19])[CH3:20])[N:8]=2)=[CH:16][CH:15]=1. The catalyst class is: 3. Reactant: C(O[C:4]([C:6]1[O:10][C:9]([C:11]2[CH:16]=[CH:15][C:14]([Br:17])=[CH:13][CH:12]=2)=[N:8][C:7]=1[CH:18]([CH3:20])[CH3:19])=[O:5])C.Br[C:22]1C=CC(C(O)=O)=CC=1.[H-].[Na+].C(OC(=O)C(Cl)C(=O)C(C)C)C.C([O-])(=O)C.[NH4+]. (4) Reactant: [NH:1]1[C:5]2[CH:6]=[CH:7][CH:8]=[CH:9][C:4]=2[N:3]=[C:2]1[NH:10][CH:11]1[CH2:16][CH2:15][N:14]([CH2:17][C:18](=O)[CH:19]([CH3:21])[CH3:20])[CH2:13][CH2:12]1.C1(C[NH2:30])C=CC=CC=1. Product: [NH2:30][CH:18]([CH:19]([CH3:21])[CH3:20])[CH2:17][N:14]1[CH2:15][CH2:16][CH:11]([NH:10][C:2]2[NH:3][C:4]3[CH:9]=[CH:8][CH:7]=[CH:6][C:5]=3[N:1]=2)[CH2:12][CH2:13]1. The catalyst class is: 19. (5) Reactant: [O:1]=[C:2]1[CH:11]=[CH:10][C:9]2[C:4](=[CH:5][C:6]([O:12][C:13]([N:15]3[CH:21]4[CH2:22][CH2:23][N:18]([CH2:19][CH2:20]4)[CH2:17][CH2:16]3)=[O:14])=[CH:7][CH:8]=2)[O:3]1.C([O-])(=O)C.[Na+].C(O)(=O)C.[Br:33]Br. Product: [BrH:33].[Br:33][C:11]1[C:2](=[O:1])[O:3][C:4]2[C:9]([CH:10]=1)=[CH:8][CH:7]=[C:6]([O:12][C:13]([N:15]1[CH:21]3[CH2:22][CH2:23][N:18]([CH2:19][CH2:20]3)[CH2:17][CH2:16]1)=[O:14])[CH:5]=2. The catalyst class is: 6.